This data is from Full USPTO retrosynthesis dataset with 1.9M reactions from patents (1976-2016). The task is: Predict the reactants needed to synthesize the given product. (1) The reactants are: [N:1]1[C:10]2[C:5](=[CH:6][C:7]([C:11]([OH:13])=[O:12])=[CH:8][CH:9]=2)[CH:4]=[CH:3][CH:2]=1.S(=O)(=O)(O)O.[CH2:19](O)[CH3:20]. Given the product [N:1]1[C:10]2[C:5](=[CH:6][C:7]([C:11]([O:13][CH2:19][CH3:20])=[O:12])=[CH:8][CH:9]=2)[CH:4]=[CH:3][CH:2]=1, predict the reactants needed to synthesize it. (2) Given the product [Br:7][C:8]1[S:12][C:11]([NH:13][C:14]([NH2:16])=[O:15])=[C:10]([C:23]([NH2:25])=[O:24])[CH:9]=1, predict the reactants needed to synthesize it. The reactants are: C(=O)([O-])[O-].[Na+].[Na+].[Br:7][C:8]1[S:12][C:11]([NH:13][C:14]([NH:16]C(=O)C(Cl)(Cl)Cl)=[O:15])=[C:10]([C:23]([NH2:25])=[O:24])[CH:9]=1. (3) Given the product [CH2:32]([N:10]([CH2:8][CH3:9])[CH:11]1[CH2:15][CH2:14][N:13]([C:16]([C:18]2[C:22]([CH3:23])=[C:21]([C:24]3[CH:29]=[CH:28][CH:27]=[C:26]([C:30]#[C:31][C:2]4[CH:7]=[CH:6][CH:5]=[CH:4][CH:3]=4)[CH:25]=3)[NH:20][N:19]=2)=[O:17])[CH2:12]1)[CH3:33], predict the reactants needed to synthesize it. The reactants are: I[C:2]1[CH:7]=[CH:6][CH:5]=[CH:4][CH:3]=1.[CH2:8]([N:10]([CH2:32][CH3:33])[CH:11]1[CH2:15][CH2:14][N:13]([C:16]([C:18]2[C:22]([CH3:23])=[C:21]([C:24]3[CH:29]=[CH:28][CH:27]=[C:26]([C:30]#[CH:31])[CH:25]=3)[NH:20][N:19]=2)=[O:17])[CH2:12]1)[CH3:9]. (4) Given the product [CH2:15]([O:14][C:12](=[O:13])[NH:11][CH:8]1[CH2:7][C:6](=[O:5])[O:18][CH:9]1[O:10][CH2:21][CH2:20][Cl:19])[CH:16]=[CH2:17], predict the reactants needed to synthesize it. The reactants are: C([O:5][C:6](=[O:18])[CH2:7][CH:8]([NH:11][C:12]([O:14][CH2:15][CH:16]=[CH2:17])=[O:13])[CH2:9][OH:10])(C)(C)C.[Cl:19][CH:20](O)[CH3:21]. (5) Given the product [I:24][C:3]1[S:4][C:5]2[C:11]([C:12]#[N:13])=[CH:10][CH:9]=[CH:8][C:6]=2[N:7]=1, predict the reactants needed to synthesize it. The reactants are: CS[C:3]1[S:4][C:5]2[C:11]([C:12]#[N:13])=[CH:10][CH:9]=[CH:8][C:6]=2[N:7]=1.FC1C2SC([I:24])=NC=2C=CC=1. (6) Given the product [Br:12][C:6]1[C:5]2[C:9](=[CH:10][CH:11]=[C:3]([O:2][CH3:1])[CH:4]=2)[N:8]([C:26]([O:25][C:21]([CH3:24])([CH3:23])[CH3:22])=[O:28])[CH:7]=1, predict the reactants needed to synthesize it. The reactants are: [CH3:1][O:2][C:3]1[CH:4]=[C:5]2[C:9](=[CH:10][CH:11]=1)[NH:8][CH:7]=[CH:6]2.[Br:12]Br.C(N(CC)CC)C.[C:21]([O:25][C:26]([O:28]C(OC(C)(C)C)=O)=O)([CH3:24])([CH3:23])[CH3:22]. (7) The reactants are: Br[C:2]1[CH:11]=[CH:10][C:9]([Cl:12])=[CH:8][C:3]=1[C:4]([O:6][CH3:7])=[O:5].C(O)(C(F)(F)F)=O.[C:20]([Si:22]([CH3:25])([CH3:24])[CH3:23])#[CH:21]. Given the product [Cl:12][C:9]1[CH:10]=[CH:11][C:2]([C:21]#[C:20][Si:22]([CH3:25])([CH3:24])[CH3:23])=[C:3]([CH:8]=1)[C:4]([O:6][CH3:7])=[O:5], predict the reactants needed to synthesize it.